Task: Predict the reactants needed to synthesize the given product.. Dataset: Full USPTO retrosynthesis dataset with 1.9M reactions from patents (1976-2016) (1) Given the product [N:1]1[CH:6]=[CH:5][CH:4]=[CH:3][C:2]=1[C:7]1[CH:12]=[CH:11][C:10]([CH2:13][C:14]([OH:16])=[O:15])=[CH:9][CH:8]=1, predict the reactants needed to synthesize it. The reactants are: [N:1]1[CH:6]=[CH:5][CH:4]=[CH:3][C:2]=1[C:7]1[CH:12]=[CH:11][C:10]([CH2:13][C:14]([O:16]C)=[O:15])=[CH:9][CH:8]=1.[OH-].[K+]. (2) Given the product [CH3:1][C:2]1([CH3:22])[N:7]2[N:8]=[CH:9][C:10]([C:11]([OH:13])=[O:12])=[C:6]2[NH:5][CH:4]([C:16]2[CH:21]=[CH:20][CH:19]=[CH:18][CH:17]=2)[CH2:3]1, predict the reactants needed to synthesize it. The reactants are: [CH3:1][C:2]1([CH3:22])[N:7]2[N:8]=[CH:9][C:10]([C:11]([O:13]CC)=[O:12])=[C:6]2[NH:5][CH:4]([C:16]2[CH:21]=[CH:20][CH:19]=[CH:18][CH:17]=2)[CH2:3]1.[OH-].[K+].O.Cl.